Dataset: Full USPTO retrosynthesis dataset with 1.9M reactions from patents (1976-2016). Task: Predict the reactants needed to synthesize the given product. (1) The reactants are: [NH2:1][C:2]1[C:11]([C:12]#[N:13])=[C:10](O)[C:9]2[C:4](=[CH:5][CH:6]=[C:7]([N:15]3[CH2:20][CH:19]([CH3:21])[O:18][CH:17]([CH3:22])[CH2:16]3)[CH:8]=2)[N:3]=1.P(Cl)(Cl)([Cl:25])=O.[OH-].[Na+]. Given the product [NH2:1][C:2]1[C:11]([C:12]#[N:13])=[C:10]([Cl:25])[C:9]2[C:4](=[CH:5][CH:6]=[C:7]([N:15]3[CH2:20][CH:19]([CH3:21])[O:18][CH:17]([CH3:22])[CH2:16]3)[CH:8]=2)[N:3]=1, predict the reactants needed to synthesize it. (2) Given the product [Cl:23][C:24]1[CH:25]=[C:26]([CH:30]=[CH:31][CH:32]=1)[C:27]([NH:11][C:7]12[CH2:10][C:3]([NH:12][C:20]([C:18]3[CH:17]=[CH:16][CH:15]=[C:14]([CH3:13])[N:19]=3)=[O:22])([CH2:9][CH2:8]1)[CH2:4][CH2:5][CH2:6]2)=[O:28].[C:3]12([NH:12][C:20](=[O:22])[C:18]3[CH:17]=[CH:16][CH:15]=[C:14]([CH3:13])[N:19]=3)[CH2:10][C:7]([NH:11][C:27](=[O:29])[C:26]3[CH:30]=[CH:31][CH:32]=[C:24]([CH3:25])[N:35]=3)([CH2:8][CH2:9]1)[CH2:6][CH2:5][CH2:4]2, predict the reactants needed to synthesize it. The reactants are: Cl.Cl.[C:3]12([NH2:12])[CH2:10][C:7]([NH2:11])([CH2:8][CH2:9]1)[CH2:6][CH2:5][CH2:4]2.[CH3:13][C:14]1[N:19]=[C:18]([C:20]([OH:22])=O)[CH:17]=[CH:16][CH:15]=1.[Cl:23][C:24]1[CH:25]=[C:26]([CH:30]=[CH:31][CH:32]=1)[C:27]([OH:29])=[O:28].C([N:35](CC)CC)C.Cl.CN(C)CCCN=C=NCC.